From a dataset of Forward reaction prediction with 1.9M reactions from USPTO patents (1976-2016). Predict the product of the given reaction. (1) Given the reactants [F:1][C:2]1[CH:8]=[C:7](Br)[CH:6]=[C:5]([F:10])[C:3]=1[NH2:4].[CH3:11][O:12][C:13]1[CH:14]=[C:15](B(O)O)[CH:16]=[CH:17][CH:18]=1, predict the reaction product. The product is: [F:1][C:2]1[CH:8]=[C:7]([C:17]2[CH:16]=[CH:15][CH:14]=[C:13]([O:12][CH3:11])[CH:18]=2)[CH:6]=[C:5]([F:10])[C:3]=1[NH2:4]. (2) Given the reactants [F:1][C:2]1[C:3]([N+:9]([O-:11])=[O:10])=[C:4]([OH:8])[CH:5]=[CH:6][CH:7]=1.[CH3:12][O:13][C:14](=[O:17])[CH2:15]Br.C(=O)([O-])[O-].[K+].[K+], predict the reaction product. The product is: [CH3:12][O:13][C:14](=[O:17])[CH2:15][O:8][C:4]1[CH:5]=[CH:6][CH:7]=[C:2]([F:1])[C:3]=1[N+:9]([O-:11])=[O:10]. (3) Given the reactants [OH-].[Na+].[CH3:3][N:4]([CH2:14][C:15]1[S:19][CH:18]=[C:17]([C:20]2[CH:25]=[CH:24][C:23]([CH:26]=[CH:27][C:28]([O:30]CC)=[O:29])=[CH:22][CH:21]=2)[CH:16]=1)[C:5](=[O:13])[CH2:6][CH2:7][CH2:8][CH2:9][CH2:10][CH2:11][CH3:12].O1CCCC1.CO.O, predict the reaction product. The product is: [CH3:3][N:4]([CH2:14][C:15]1[S:19][CH:18]=[C:17]([C:20]2[CH:21]=[CH:22][C:23]([CH:26]=[CH:27][C:28]([OH:30])=[O:29])=[CH:24][CH:25]=2)[CH:16]=1)[C:5](=[O:13])[CH2:6][CH2:7][CH2:8][CH2:9][CH2:10][CH2:11][CH3:12]. (4) Given the reactants [NH2:1][C:2]1[N:3]=[C:4]([N:17]2[CH2:22][CH2:21][NH:20][CH2:19][CH2:18]2)[C:5]2[N:10]=[C:9]([C:11]3[CH:12]=[N:13][CH:14]=[CH:15][CH:16]=3)[S:8][C:6]=2[N:7]=1.[C:23]1([CH3:32])[CH:28]=[CH:27][C:26]([N:29]=[C:30]=[O:31])=[CH:25][CH:24]=1, predict the reaction product. The product is: [NH2:1][C:2]1[N:3]=[C:4]([N:17]2[CH2:18][CH2:19][N:20]([C:30]([NH:29][C:26]3[CH:27]=[CH:28][C:23]([CH3:32])=[CH:24][CH:25]=3)=[O:31])[CH2:21][CH2:22]2)[C:5]2[N:10]=[C:9]([C:11]3[CH:12]=[N:13][CH:14]=[CH:15][CH:16]=3)[S:8][C:6]=2[N:7]=1.